This data is from Forward reaction prediction with 1.9M reactions from USPTO patents (1976-2016). The task is: Predict the product of the given reaction. (1) The product is: [CH3:16][C:4]1[C:5]([N:11]2[N:12]=[CH:13][CH:14]=[N:15]2)=[C:6]([CH:10]=[CH:2][CH:3]=1)[C:7]([OH:9])=[O:8]. Given the reactants C[C:2]1[CH:3]=[CH:4][C:5]([N:11]2[N:15]=[CH:14][CH:13]=[N:12]2)=[C:6]([CH:10]=1)[C:7]([OH:9])=[O:8].[CH3:16]C1C(I)=C(C=CC=1)C(O)=O.N1C=CN=N1, predict the reaction product. (2) Given the reactants [C:1]([O:5][C:6]([N:8]1[CH2:14][C@@H:13]([C:15](O)=[O:16])[C@H:12]([C:18]2[CH:23]=[CH:22][C:21]([Cl:24])=[C:20]([Cl:25])[CH:19]=2)[O:11][CH2:10][CH2:9]1)=[O:7])([CH3:4])([CH3:3])[CH3:2].[NH4+].[N:27]1(O)C2C=CC=CC=2N=N1.Cl.CN(C)CCCN=C=NCC, predict the reaction product. The product is: [C:1]([O:5][C:6]([N:8]1[CH2:14][C@@H:13]([C:15](=[O:16])[NH2:27])[C@H:12]([C:18]2[CH:23]=[CH:22][C:21]([Cl:24])=[C:20]([Cl:25])[CH:19]=2)[O:11][CH2:10][CH2:9]1)=[O:7])([CH3:4])([CH3:3])[CH3:2]. (3) Given the reactants Br[C:2]1[CH:15]=[CH:14][C:5]([CH2:6][O:7][CH:8]2[CH2:13][CH2:12][O:11][CH2:10][CH2:9]2)=[CH:4][CH:3]=1.C([Li])CCC.[S:21](Cl)([Cl:24])(=[O:23])=[O:22].O1CCC(OC2C=CC(S(Cl)(=O)=O)=CC=2)CC1, predict the reaction product. The product is: [O:11]1[CH2:12][CH2:13][CH:8]([O:7][CH2:6][C:5]2[CH:14]=[CH:15][C:2]([S:21]([Cl:24])(=[O:23])=[O:22])=[CH:3][CH:4]=2)[CH2:9][CH2:10]1. (4) Given the reactants [Br:1][C:2]1[CH:7]=[CH:6][C:5]([S:8]([NH:11][C@H:12]([C:27]([OH:29])=[O:28])[CH2:13][CH2:14][CH2:15][NH:16][S:17]([C:20]2[CH:25]=[CH:24][C:23]([Br:26])=[CH:22][CH:21]=2)(=[O:19])=[O:18])(=[O:10])=[O:9])=[CH:4][CH:3]=1.[H-].[Na+].[H][H].[F:34][C:35]1[CH:42]=[CH:41][C:38]([CH2:39]Br)=[CH:37][CH:36]=1.Cl, predict the reaction product. The product is: [Br:1][C:2]1[CH:7]=[CH:6][C:5]([S:8]([NH:11][C@H:12]([C:27]([OH:29])=[O:28])[CH2:13][CH2:14][CH2:15][N:16]([S:17]([C:20]2[CH:21]=[CH:22][C:23]([Br:26])=[CH:24][CH:25]=2)(=[O:19])=[O:18])[CH2:39][C:38]2[CH:41]=[CH:42][C:35]([F:34])=[CH:36][CH:37]=2)(=[O:10])=[O:9])=[CH:4][CH:3]=1. (5) Given the reactants [C:1](#[N:3])[CH3:2].C([Li])CCC.[N:9]1([C:18]([O:20][C:21]([CH3:24])([CH3:23])[CH3:22])=[O:19])[CH2:13][CH2:12][CH2:11][C@H:10]1[C:14](OC)=[O:15].Cl, predict the reaction product. The product is: [C:1]([CH2:2][C:14]([C@@H:10]1[CH2:11][CH2:12][CH2:13][N:9]1[C:18]([O:20][C:21]([CH3:24])([CH3:23])[CH3:22])=[O:19])=[O:15])#[N:3]. (6) Given the reactants [C:1]1([S:7](Cl)(=[O:9])=[O:8])[CH:6]=[CH:5][CH:4]=[CH:3][CH:2]=1.[F:11][C:12]([F:22])([F:21])[C:13]1[CH:20]=[CH:19][C:16]([CH2:17][NH2:18])=[CH:15][CH:14]=1.CCN(CC)CC, predict the reaction product. The product is: [F:11][C:12]([F:21])([F:22])[C:13]1[CH:20]=[CH:19][C:16]([CH2:17][NH:18][S:7]([C:1]2[CH:6]=[CH:5][CH:4]=[CH:3][CH:2]=2)(=[O:9])=[O:8])=[CH:15][CH:14]=1.